The task is: Predict the product of the given reaction.. This data is from Forward reaction prediction with 1.9M reactions from USPTO patents (1976-2016). (1) Given the reactants [N+:1]([C:4]1[CH:9]=[CH:8][CH:7]=[CH:6][N+:5]=1[O-])([O-:3])=[O:2].CS(OS(C)(=O)=O)(=O)=O.N1C2C=CC=CC=2NC=1.C(N(C(C)C)C(C)C)C.CN(C1C=CC=CN=1)C, predict the reaction product. The product is: [N+:1]([C:4]1[CH:9]=[CH:8][CH:7]=[CH:6][N:5]=1)([O-:3])=[O:2]. (2) Given the reactants [Br:1][C:2]1[C:3]2[CH:4]=[C:5]3[CH:14]([CH2:15][C:16]([O:18][CH3:19])=[O:17])[CH2:13][CH2:12][N:6]3[C:7]=2[CH:8]=[C:9]([F:11])[CH:10]=1.[Cl:20][C:21]1[CH:28]=[C:27]([Cl:29])[CH:26]=[C:25]([Cl:30])[C:22]=1[CH:23]=O, predict the reaction product. The product is: [Br:1][C:2]1[C:3]2[C:4]([CH2:23][C:22]3[C:21]([Cl:20])=[CH:28][C:27]([Cl:29])=[CH:26][C:25]=3[Cl:30])=[C:5]3[CH:14]([CH2:15][C:16]([O:18][CH3:19])=[O:17])[CH2:13][CH2:12][N:6]3[C:7]=2[CH:8]=[C:9]([F:11])[CH:10]=1.